Task: Predict the reactants needed to synthesize the given product.. Dataset: Retrosynthesis with 50K atom-mapped reactions and 10 reaction types from USPTO (1) Given the product c1ccc(-c2ccc(CNC34CC5CC(CC(C5)C3)C4)cc2)cc1, predict the reactants needed to synthesize it. The reactants are: NC12CC3CC(CC(C3)C1)C2.O=Cc1ccc(-c2ccccc2)cc1. (2) Given the product CN(CCO)C(=O)OCc1ccccc1, predict the reactants needed to synthesize it. The reactants are: CNCCO.O=C(Cl)OCc1ccccc1. (3) Given the product CCS(=O)(=O)Nc1cccc(C2CC(C)(C)c3cc(Cl)ccc3N2)c1, predict the reactants needed to synthesize it. The reactants are: CC1(C)CC(c2cccc(N)c2)Nc2ccc(Cl)cc21.CCS(=O)(=O)Cl. (4) Given the product C=CCN(CCc1ccc(NS(=O)(=O)c2ccc(C(C)C)cc2)cc1)C(=O)OC(C)(C)C, predict the reactants needed to synthesize it. The reactants are: C=CCN(CCc1ccc(N)cc1)C(=O)OC(C)(C)C.CC(C)c1ccc(S(=O)(=O)Cl)cc1. (5) Given the product CC(C)C1CNc2cc(Cl)ccc2O1, predict the reactants needed to synthesize it. The reactants are: CC(C)C1Oc2ccc(Cl)cc2NC1=O. (6) Given the product COc1c(NN=C2C(=O)N(c3ccc(C)c(C)c3)N=C2C)cccc1-c1cccc(C(=O)O)c1, predict the reactants needed to synthesize it. The reactants are: COc1c(Br)cccc1NN=C1C(=O)N(c2ccc(C)c(C)c2)N=C1C.O=C(O)c1cccc(B(O)O)c1. (7) Given the product Cc1cc(C)cc(Oc2ccc(C(=O)O)cc2S(=O)(=O)N2CCNCC2)c1, predict the reactants needed to synthesize it. The reactants are: Cc1cc(C)cc(Oc2ccc(C(=O)O)cc2S(=O)(=O)N2CCN(C(=O)OC(C)(C)C)CC2)c1. (8) The reactants are: CC(C)(C)c1ccc(CS)cc1.CC(C)(C)n1ncc(Br)c(Br)c1=O. Given the product CC(C)(C)c1ccc(CSc2cnn(C(C)(C)C)c(=O)c2Br)cc1, predict the reactants needed to synthesize it. (9) Given the product COC(=O)C1CN(Cc2ccc(-c3cc4cc(C(C)c5ccccc5)ccc4o3)c(F)c2)C1, predict the reactants needed to synthesize it. The reactants are: CC(c1ccccc1)c1ccc2oc(B(O)O)cc2c1.COC(=O)C1CN(Cc2ccc(Br)c(F)c2)C1. (10) Given the product O=C(O)c1cccn(-c2ccc(F)cc2)c1=O, predict the reactants needed to synthesize it. The reactants are: COC(=O)c1cccn(-c2ccc(F)cc2)c1=O.